This data is from Forward reaction prediction with 1.9M reactions from USPTO patents (1976-2016). The task is: Predict the product of the given reaction. (1) Given the reactants [Br:1][C:2]1[CH:11]=[C:10]2[C:5]([C:6]([CH3:14])([CH3:13])[CH2:7][CH2:8][C:9]2=O)=[CH:4][C:3]=1[O:15][CH3:16].[CH3:17][Mg+].[Br-], predict the reaction product. The product is: [Br:1][C:2]1[CH:11]=[C:10]2[C:5](=[CH:4][C:3]=1[O:15][CH3:16])[C:6]([CH3:14])([CH3:13])[CH2:7][CH:8]=[C:9]2[CH3:17]. (2) Given the reactants [Cl:1][C:2]1[CH:3]=[C:4]([C:8]2[N:13]3[N:14]=[C:15]([NH:17][C:18]4[CH:26]=[CH:25][C:21]([C:22]([OH:24])=O)=[CH:20][CH:19]=4)[N:16]=[C:12]3[CH:11]=[CH:10][CH:9]=2)[CH:5]=[CH:6][CH:7]=1.C(N(C(C)C)CC)(C)C.ClCCl.O1CCCC1.[NH2:44][CH:45]1[CH2:50][CH2:49][N:48](C(OC(C)(C)C)=O)[CH2:47][CH2:46]1, predict the reaction product. The product is: [Cl:1][C:2]1[CH:3]=[C:4]([C:8]2[N:13]3[N:14]=[C:15]([NH:17][C:18]4[CH:19]=[CH:20][C:21]([C:22]([NH:44][CH:45]5[CH2:50][CH2:49][NH:48][CH2:47][CH2:46]5)=[O:24])=[CH:25][CH:26]=4)[N:16]=[C:12]3[CH:11]=[CH:10][CH:9]=2)[CH:5]=[CH:6][CH:7]=1. (3) Given the reactants [S:1]1[C:5]2[CH:6]=[CH:7][CH:8]=[CH:9][C:4]=2[N:3]=[C:2]1[NH:10][C:11]([C:13]1[C:17]2[N:18]=[C:19](Cl)[N:20]=[CH:21][C:16]=2[S:15][CH:14]=1)=[O:12].[NH2:23][C@@H:24]1[CH2:29][CH2:28][CH2:27][CH2:26][C@@H:25]1[NH2:30], predict the reaction product. The product is: [S:1]1[C:5]2[CH:6]=[CH:7][CH:8]=[CH:9][C:4]=2[N:3]=[C:2]1[NH:10][C:11]([C:13]1[C:17]2[N:18]=[C:19]([NH:23][C@@H:24]3[CH2:29][CH2:28][CH2:27][CH2:26][C@@H:25]3[NH2:30])[N:20]=[CH:21][C:16]=2[S:15][CH:14]=1)=[O:12]. (4) Given the reactants [Br:1][C:2]1[CH:3]=[C:4]([N:9]2[C:13](=[O:14])[O:12][N:11]=[C:10]2[C:15]2[C:19]([NH:20][CH2:21][CH2:22][O:23]C)=[N:18][O:17][N:16]=2)[CH:5]=[CH:6][C:7]=1[F:8].B(Br)(Br)Br, predict the reaction product. The product is: [Br:1][C:2]1[CH:3]=[C:4]([N:9]2[C:13](=[O:14])[O:12][N:11]=[C:10]2[C:15]2[C:19]([NH:20][CH2:21][CH2:22][OH:23])=[N:18][O:17][N:16]=2)[CH:5]=[CH:6][C:7]=1[F:8]. (5) Given the reactants [N:1]([CH2:4][CH2:5][O:6][C:7]1[CH:12]=[CH:11][C:10]([CH2:13][CH:14]([O:20][C:21]2[CH:26]=[CH:25][C:24]([F:27])=[CH:23][CH:22]=2)[C:15]([O:17][CH2:18][CH3:19])=[O:16])=[CH:9][CH:8]=1)=[N+]=[N-], predict the reaction product. The product is: [NH2:1][CH2:4][CH2:5][O:6][C:7]1[CH:8]=[CH:9][C:10]([CH2:13][CH:14]([O:20][C:21]2[CH:22]=[CH:23][C:24]([F:27])=[CH:25][CH:26]=2)[C:15]([O:17][CH2:18][CH3:19])=[O:16])=[CH:11][CH:12]=1. (6) Given the reactants [CH:1]([NH:4][C:5]([C:7]1[C:8]([C:20]2[S:21][CH:22]=[C:23]([C:25]3[CH:30]=[CH:29][CH:28]=[CH:27][CH:26]=3)[N:24]=2)=[N:9][N:10](COCC[Si](C)(C)C)[CH:11]=1)=[O:6])([CH3:3])[CH3:2].FC(F)(F)C(O)=O.CO.[OH-].[NH4+], predict the reaction product. The product is: [CH:1]([NH:4][C:5]([C:7]1[C:8]([C:20]2[S:21][CH:22]=[C:23]([C:25]3[CH:30]=[CH:29][CH:28]=[CH:27][CH:26]=3)[N:24]=2)=[N:9][NH:10][CH:11]=1)=[O:6])([CH3:3])[CH3:2]. (7) Given the reactants C(O[C:4](=[O:35])[CH2:5][C:6]1[CH:11]=[CH:10][C:9]([N:12]2[C:16]([NH:17][C:18]([NH:20][C:21]3[C:30]4[C:25](=[CH:26][CH:27]=[CH:28][CH:29]=4)[CH:24]=[CH:23][CH:22]=3)=[O:19])=[CH:15][C:14]([C:31]([CH3:34])([CH3:33])[CH3:32])=[N:13]2)=[CH:8][CH:7]=1)C.[NH3:36].CO, predict the reaction product. The product is: [C:31]([C:14]1[CH:15]=[C:16]([NH:17][C:18]([NH:20][C:21]2[C:30]3[C:25](=[CH:26][CH:27]=[CH:28][CH:29]=3)[CH:24]=[CH:23][CH:22]=2)=[O:19])[N:12]([C:9]2[CH:8]=[CH:7][C:6]([CH2:5][C:4]([NH2:36])=[O:35])=[CH:11][CH:10]=2)[N:13]=1)([CH3:34])([CH3:33])[CH3:32].